Dataset: Forward reaction prediction with 1.9M reactions from USPTO patents (1976-2016). Task: Predict the product of the given reaction. (1) Given the reactants C([O-])([O-])=O.[K+].[K+].Br[C:8]1[CH:17]=[C:16]2[C:11]([CH:12]=[C:13]([C@@H:19]([NH:21][C:22]3[N:27]=[C:26]([O:28][CH3:29])[C:25]([C:30]#[N:31])=[CH:24][N:23]=3)[CH3:20])[C:14](=[O:18])[NH:15]2)=[CH:10][C:9]=1[Cl:32].[CH:33]1(B(O)O)[CH2:35][CH2:34]1, predict the reaction product. The product is: [Cl:32][C:9]1[CH:10]=[C:11]2[C:16](=[CH:17][C:8]=1[CH:33]1[CH2:35][CH2:34]1)[NH:15][C:14](=[O:18])[C:13]([C@@H:19]([NH:21][C:22]1[N:27]=[C:26]([O:28][CH3:29])[C:25]([C:30]#[N:31])=[CH:24][N:23]=1)[CH3:20])=[CH:12]2. (2) Given the reactants [O:1]=[C:2]([N:15]1[CH2:20][CH2:19][N:18]([C:21]2[CH:26]=[CH:25][C:24]([C:27]([F:30])([F:29])[F:28])=[CH:23][CH:22]=2)[CH2:17][CH2:16]1)[CH2:3][CH2:4][C@H:5]1[CH2:10][CH2:9][C@H:8]([NH:11][C:12](=O)O)[CH2:7][CH2:6]1.FC(F)(F)C(O)=O.C(=O)([O-])[O-].[K+].[K+].FC1[CH:46]=[CH:47][C:48]([N+:55]([O-:57])=[O:56])=[C:49]([C:51]([F:54])([F:53])[F:52])[CH:50]=1, predict the reaction product. The product is: [N+:55]([C:48]1[CH:47]=[CH:46][C:12]([NH:11][C@H:8]2[CH2:9][CH2:10][C@H:5]([CH2:4][CH2:3][C:2]([N:15]3[CH2:20][CH2:19][N:18]([C:21]4[CH:26]=[CH:25][C:24]([C:27]([F:30])([F:29])[F:28])=[CH:23][CH:22]=4)[CH2:17][CH2:16]3)=[O:1])[CH2:6][CH2:7]2)=[CH:50][C:49]=1[C:51]([F:52])([F:53])[F:54])([O-:57])=[O:56]. (3) Given the reactants C1(P(C2C=CC=CC=2)C2C=CC=CC=2)C=CC=CC=1.N1C=CN=C1.[I:25]I.[CH:27]1([C:30]2[C:31]([CH2:44]O)=[CH:32][C:33]([F:43])=[C:34]([CH:42]=2)[C:35]([O:37][C:38]([CH3:41])([CH3:40])[CH3:39])=[O:36])[CH2:29][CH2:28]1, predict the reaction product. The product is: [CH:27]1([C:30]2[C:31]([CH2:44][I:25])=[CH:32][C:33]([F:43])=[C:34]([CH:42]=2)[C:35]([O:37][C:38]([CH3:41])([CH3:40])[CH3:39])=[O:36])[CH2:29][CH2:28]1. (4) Given the reactants [NH2:1][C:2]1[CH:3]=[CH:4][CH:5]=[C:6]2[C:11]=1[NH:10][C:9](=[O:12])[CH:8]([NH:13][C:14](=[O:28])[C@H:15]([NH:20]C(=O)OC(C)(C)C)[CH2:16][CH:17]([CH3:19])[CH3:18])[CH2:7]2.Cl.C(=O)(O)[O-].[Na+], predict the reaction product. The product is: [NH2:20][C@H:15]([CH2:16][CH:17]([CH3:19])[CH3:18])[C:14]([NH:13][CH:8]1[CH2:7][C:6]2[C:11](=[C:2]([NH2:1])[CH:3]=[CH:4][CH:5]=2)[NH:10][C:9]1=[O:12])=[O:28]. (5) Given the reactants [C:1]1([C:7]2([CH:11]([OH:19])[CH2:12][N:13]3[CH2:18][CH2:17][CH2:16][CH2:15][CH2:14]3)[CH2:10][CH2:9][CH2:8]2)[CH:6]=[CH:5][CH:4]=[CH:3][CH:2]=1.[ClH:20], predict the reaction product. The product is: [Cl-:20].[OH:19][CH:11]([C:7]1([C:1]2[CH:2]=[CH:3][CH:4]=[CH:5][CH:6]=2)[CH2:10][CH2:9][CH2:8]1)[CH2:12][NH+:13]1[CH2:14][CH2:15][CH2:16][CH2:17][CH2:18]1. (6) The product is: [Cl:34][C:30]1[C:29]([CH3:35])=[C:28]([N:17]([S:18]([C:21]2[CH:22]=[CH:23][C:24]([CH3:27])=[CH:25][CH:26]=2)(=[O:19])=[O:20])[CH2:16][C:15]([NH:14][CH2:13][C:12]2[CH:37]=[CH:38][C:9]([OH:8])=[CH:10][CH:11]=2)=[O:36])[CH:33]=[CH:32][CH:31]=1. Given the reactants C([O:8][C:9]1[CH:38]=[CH:37][C:12]([CH2:13][NH:14][C:15](=[O:36])[CH2:16][N:17]([C:28]2[CH:33]=[CH:32][CH:31]=[C:30]([Cl:34])[C:29]=2[CH3:35])[S:18]([C:21]2[CH:26]=[CH:25][C:24]([CH3:27])=[CH:23][CH:22]=2)(=[O:20])=[O:19])=[CH:11][CH:10]=1)C1C=CC=CC=1, predict the reaction product.